This data is from Catalyst prediction with 721,799 reactions and 888 catalyst types from USPTO. The task is: Predict which catalyst facilitates the given reaction. (1) Reactant: [CH:1]1([NH:4][C:5]([NH:7][C:8]2[CH:13]=[CH:12][C:11]([C:14]3[C:15]4[CH2:29][NH:28][CH2:27][C:16]=4[N:17]=[C:18]([N:20]4[CH2:25][CH2:24][O:23][CH2:22][C@@H:21]4[CH3:26])[N:19]=3)=[CH:10][CH:9]=2)=[O:6])[CH2:3][CH2:2]1.CCN(CC)CC.[CH2:37]([N:39]=[C:40]=[O:41])[CH3:38]. Product: [CH:1]1([NH:4][C:5](=[O:6])[NH:7][C:8]2[CH:13]=[CH:12][C:11]([C:14]3[C:15]4[CH2:29][N:28]([C:40]([NH:39][CH2:37][CH3:38])=[O:41])[CH2:27][C:16]=4[N:17]=[C:18]([N:20]4[CH2:25][CH2:24][O:23][CH2:22][C@@H:21]4[CH3:26])[N:19]=3)=[CH:10][CH:9]=2)[CH2:3][CH2:2]1. The catalyst class is: 1. (2) Reactant: [F:1][C:2]([F:18])([C:6]1[CH:11]=[CH:10][C:9]([F:12])=[CH:8][C:7]=1[O:13][C:14]([F:17])([F:16])[F:15])[C:3]([OH:5])=O.P(Cl)(Cl)(Cl)=O.Cl.[NH2:25][CH2:26][C:27]1[CH:28]=[C:29]2[C:33](=[CH:34][CH:35]=1)[C:32](=[O:36])[N:31]([CH:37]1[CH2:42][CH2:41][C:40](=[O:43])[NH:39][C:38]1=[O:44])[CH2:30]2.C(=O)(O)[O-].[Na+]. The catalyst class is: 17. Product: [O:44]=[C:38]1[CH:37]([N:31]2[CH2:30][C:29]3[C:33](=[CH:34][CH:35]=[C:27]([CH2:26][NH:25][C:3](=[O:5])[C:2]([F:1])([F:18])[C:6]4[CH:11]=[CH:10][C:9]([F:12])=[CH:8][C:7]=4[O:13][C:14]([F:17])([F:16])[F:15])[CH:28]=3)[C:32]2=[O:36])[CH2:42][CH2:41][C:40](=[O:43])[NH:39]1. (3) The catalyst class is: 13. Product: [Br:1][C:2]1[CH:3]=[C:4]([CH:9]=[CH:10][C:11]=1[O:12][CH:20]([CH3:22])[CH3:21])[C:5]([O:7][CH3:8])=[O:6]. Reactant: [Br:1][C:2]1[CH:3]=[C:4]([CH:9]=[CH:10][C:11]=1[OH:12])[C:5]([O:7][CH3:8])=[O:6].C(=O)([O-])[O-].[K+].[K+].I[CH:20]([CH3:22])[CH3:21].